From a dataset of Forward reaction prediction with 1.9M reactions from USPTO patents (1976-2016). Predict the product of the given reaction. (1) Given the reactants [NH2:1][C:2]([C:6]([CH3:10])([CH3:9])[C:7]#[N:8])=[CH:3][C:4]#[N:5].N[OH:12].Cl, predict the reaction product. The product is: [NH2:5][C:4]1[O:12][N:1]=[C:2]([C:6]([CH3:10])([CH3:9])[C:7]#[N:8])[CH:3]=1. (2) Given the reactants [F:1][C:2]([F:17])([F:16])[C:3]1[C:4]([C:9]2[CH:14]=[CH:13][C:12](=[O:15])[NH:11][CH:10]=2)=[N:5][CH:6]=[CH:7][CH:8]=1.[N+:18]([O-])([OH:20])=[O:19], predict the reaction product. The product is: [N+:18]([C:13]1[C:12](=[O:15])[NH:11][CH:10]=[C:9]([C:4]2[C:3]([C:2]([F:16])([F:1])[F:17])=[CH:8][CH:7]=[CH:6][N:5]=2)[CH:14]=1)([O-:20])=[O:19].